This data is from Forward reaction prediction with 1.9M reactions from USPTO patents (1976-2016). The task is: Predict the product of the given reaction. (1) Given the reactants F[C:2](F)(F)[C:3](O)=[O:4].[Cl:8][C:9]1[CH:14]=[CH:13][C:12]([C:15]2([C:18]([N:20]([CH:27]3[CH2:29][CH2:28]3)[CH:21]3[CH2:26][CH2:25][NH:24][CH2:23][CH2:22]3)=[O:19])[CH2:17][CH2:16]2)=[CH:11][CH:10]=1.CCN(C(C)C)C(C)C.C(Cl)(=O)C.[NH4+].[Cl-], predict the reaction product. The product is: [C:3]([N:24]1[CH2:25][CH2:26][CH:21]([N:20]([CH:27]2[CH2:28][CH2:29]2)[C:18]([C:15]2([C:12]3[CH:11]=[CH:10][C:9]([Cl:8])=[CH:14][CH:13]=3)[CH2:16][CH2:17]2)=[O:19])[CH2:22][CH2:23]1)(=[O:4])[CH3:2]. (2) Given the reactants C(OC([N:11]1[CH2:16][CH2:15][CH:14]([C:17]2[N:18]([CH2:33][CH:34]3C[CH2:37][CH2:36][N:35]3[C:39]([O:41][C:42]([CH3:45])([CH3:44])[CH3:43])=[O:40])[CH:19]=[C:20]([C:22]3[CH:27]=[CH:26][C:25]([F:28])=[C:24]([C:29]([F:32])([F:31])[F:30])[CH:23]=3)N=2)[CH2:13][CH2:12]1)=O)C1C=CC=CC=1.FC(F)(F)C(O)=O.C([O-])=O.[NH4+:56], predict the reaction product. The product is: [F:28][C:25]1[CH:26]=[CH:27][C:22]([C:20]2[N:56]=[C:17]([CH:14]3[CH2:13][CH2:12][NH:11][CH2:16][CH2:15]3)[N:18]([CH:33]3[CH2:37][CH2:36][N:35]([C:39]([O:41][C:42]([CH3:43])([CH3:44])[CH3:45])=[O:40])[CH2:34]3)[CH:19]=2)=[CH:23][C:24]=1[C:29]([F:30])([F:32])[F:31]. (3) Given the reactants [NH2:1][C:2]1[C:7]([CH:8]=O)=[CH:6][CH:5]=[CH:4][N:3]=1.[F:10][CH:11]([F:20])[C:12](=O)[CH2:13][C:14]([O:16]CC)=[O:15].N1CCCCC1.O.[OH-].[Li+], predict the reaction product. The product is: [F:20][CH:11]([F:10])[C:12]1[C:13]([C:14]([OH:16])=[O:15])=[CH:8][C:7]2[C:2](=[N:3][CH:4]=[CH:5][CH:6]=2)[N:1]=1. (4) The product is: [CH:24]1([C:10]2[CH:11]=[C:12]([C:14]3[CH:19]=[CH:18][C:17]([C:20]([F:23])([F:22])[F:21])=[CH:16][CH:15]=3)[CH:13]=[C:8]([C:4]3[CH:5]=[CH:6][CH:7]=[C:2]([C:29]4[CH:28]=[N:27][CH:32]=[CH:31][CH:30]=4)[CH:3]=3)[N:9]=2)[CH2:26][CH2:25]1. Given the reactants Br[C:2]1[CH:3]=[C:4]([C:8]2[CH:13]=[C:12]([C:14]3[CH:19]=[CH:18][C:17]([C:20]([F:23])([F:22])[F:21])=[CH:16][CH:15]=3)[CH:11]=[C:10]([CH:24]3[CH2:26][CH2:25]3)[N:9]=2)[CH:5]=[CH:6][CH:7]=1.[N:27]1[CH:32]=[CH:31][CH:30]=[C:29](B(O)O)[CH:28]=1, predict the reaction product. (5) Given the reactants [Cl:1][C:2]1[C:3]2[N:4]([C:9]([C@@H:12]3[CH2:17][CH2:16][CH2:15][N:14]([C:18]([O:20][CH2:21][C:22]4[CH:27]=[CH:26][CH:25]=[CH:24][CH:23]=4)=[O:19])[CH2:13]3)=[N:10][CH:11]=2)[C:5]([F:8])=[CH:6][N:7]=1.[Br:28]N1C(=O)CCC1=O, predict the reaction product. The product is: [Br:28][C:11]1[N:10]=[C:9]([C@@H:12]2[CH2:17][CH2:16][CH2:15][N:14]([C:18]([O:20][CH2:21][C:22]3[CH:27]=[CH:26][CH:25]=[CH:24][CH:23]=3)=[O:19])[CH2:13]2)[N:4]2[C:5]([F:8])=[CH:6][N:7]=[C:2]([Cl:1])[C:3]=12. (6) Given the reactants [CH:1]1([N:4]([CH3:27])[C:5]2[C:6](OS(C(F)(F)F)(=O)=O)=[N:7][C:8]3[C:13]([N:14]=2)=[CH:12][C:11]([C:15]([O:17][CH3:18])=[O:16])=[CH:10][CH:9]=3)[CH2:3][CH2:2]1.[O:28]1[C:32]2[CH:33]=[CH:34][CH:35]=[CH:36][C:31]=2[CH:30]=[C:29]1B(O)O.[O-]P([O-])([O-])=O.[K+].[K+].[K+], predict the reaction product. The product is: [O:28]1[C:32]2[CH:33]=[CH:34][CH:35]=[CH:36][C:31]=2[CH:30]=[C:29]1[C:6]1[C:5]([N:4]([CH:1]2[CH2:3][CH2:2]2)[CH3:27])=[N:14][C:13]2[C:8](=[CH:9][CH:10]=[C:11]([C:15]([O:17][CH3:18])=[O:16])[CH:12]=2)[N:7]=1. (7) Given the reactants [C:1]([NH:4][CH:5]([CH2:10][CH:11]1[CH2:16][CH2:15][CH2:14][CH2:13][C:12]1=[O:17])[C:6]([O:8]C)=[O:7])(=[O:3])C.Cl.[OH-].[Na+].[O-]C#[N:23].[K+], predict the reaction product. The product is: [O:17]=[C:12]1[CH2:13][CH2:14][CH2:15][CH2:16][CH:11]1[CH2:10][CH:5]([NH:4][C:1]([NH2:23])=[O:3])[C:6]([OH:8])=[O:7]. (8) Given the reactants [CH3:1][C:2](=[C:4]([CH2:6][CH2:7][C@H:8]([C@@H:10]1[C@:27]2([CH3:28])[C@H:13]([C:14]3[C@H:24]([CH2:25][CH2:26]2)[C@:22]2([CH3:23])[C:17](=[CH:18][C:19](=[O:29])[CH2:20][CH2:21]2)[CH2:16][CH:15]=3)[CH2:12][CH2:11]1)[CH3:9])[CH3:5])[CH3:3].[OH-].[K+].C(O)(=O)C, predict the reaction product. The product is: [CH3:1][C:2](=[C:4]([CH2:6][CH2:7][C@H:8]([C@@H:10]1[C@:27]2([CH3:28])[C@H:13]([C@H:14]3[C@H:24]([CH2:25][CH2:26]2)[C@:22]2([CH3:23])[C:17](=[CH:18][C:19](=[O:29])[CH2:20][CH2:21]2)[CH:16]=[CH:15]3)[CH2:12][CH2:11]1)[CH3:9])[CH3:5])[CH3:3]. (9) Given the reactants [CH3:1][O:2][C:3]([C:5]1[C:10]2[C:11]3[C:12](Cl)=[N:13][CH:14]=[CH:15][C:16]=3[O:17][C:9]=2[C:8]([O:19][CH:20]([F:22])[F:21])=[CH:7][CH:6]=1)=[O:4].[OH-].[NH4+].[H][H], predict the reaction product. The product is: [CH3:1][O:2][C:3]([C:5]1[C:10]2[C:11]3[CH:12]=[N:13][CH:14]=[CH:15][C:16]=3[O:17][C:9]=2[C:8]([O:19][CH:20]([F:22])[F:21])=[CH:7][CH:6]=1)=[O:4]. (10) The product is: [CH2:24]([C:7]1([OH:23])[C:8]2[C:13](=[CH:12][CH:11]=[C:10]([O:21][CH3:22])[CH:9]=2)[C:14]([C:15]2[CH:16]=[CH:17][CH:18]=[CH:19][CH:20]=2)=[C:6]1[C:4]([OH:5])=[O:3])[C:25]1[CH:30]=[CH:29][CH:28]=[CH:27][CH:26]=1. Given the reactants C([O:3][C:4]([C:6]1[C:7]([CH2:24][C:25]2[CH:30]=[CH:29][CH:28]=[CH:27][CH:26]=2)([OH:23])[C:8]2[C:13]([C:14]=1[C:15]1[CH:20]=[CH:19][CH:18]=[CH:17][CH:16]=1)=[CH:12][CH:11]=[C:10]([O:21][CH3:22])[CH:9]=2)=[O:5])C.[OH-].[Na+], predict the reaction product.